Dataset: Forward reaction prediction with 1.9M reactions from USPTO patents (1976-2016). Task: Predict the product of the given reaction. (1) Given the reactants Br[C:2]1[C:6]2[N:7]=[CH:8][N:9]=[C:10]([O:11][CH:12]3[CH2:17][CH2:16][N:15]([C:18]4[O:22][N:21]=[C:20]([CH:23]([CH3:25])[CH3:24])[N:19]=4)[CH2:14][CH2:13]3)[C:5]=2[N:4]([CH3:26])[CH:3]=1.[N+:27]([C:30]1[CH:35]=[CH:34][C:33](B(O)O)=[CH:32][CH:31]=1)([O-:29])=[O:28].CS(C1C=CC(B(O)O)=CC=1)(=O)=O, predict the reaction product. The product is: [CH:23]([C:20]1[N:19]=[C:18]([N:15]2[CH2:16][CH2:17][CH:12]([O:11][C:10]3[C:5]4[N:4]([CH3:26])[CH:3]=[C:2]([C:33]5[CH:34]=[CH:35][C:30]([N+:27]([O-:29])=[O:28])=[CH:31][CH:32]=5)[C:6]=4[N:7]=[CH:8][N:9]=3)[CH2:13][CH2:14]2)[O:22][N:21]=1)([CH3:25])[CH3:24]. (2) Given the reactants [CH3:1][O:2][C:3]1[N:7]([CH3:8])[N:6]=[C:5]([CH3:9])[C:4]=1[C:10]#[N:11].[Cl-].[NH2:13][OH:14].C(=O)([O-])[O-].[K+].[K+], predict the reaction product. The product is: [OH:14][N:13]=[C:10]([C:4]1[C:5]([CH3:9])=[N:6][N:7]([CH3:8])[C:3]=1[O:2][CH3:1])[NH2:11].